From a dataset of Peptide-MHC class II binding affinity with 134,281 pairs from IEDB. Regression. Given a peptide amino acid sequence and an MHC pseudo amino acid sequence, predict their binding affinity value. This is MHC class II binding data. (1) The peptide sequence is EEDIEIIPPIQEEEY. The MHC is DRB1_0401 with pseudo-sequence DRB1_0401. The binding affinity (normalized) is 0. (2) The peptide sequence is YLVGSNMTQRVVIALKK. The MHC is HLA-DQA10501-DQB10402 with pseudo-sequence HLA-DQA10501-DQB10402. The binding affinity (normalized) is 0.516.